From a dataset of Forward reaction prediction with 1.9M reactions from USPTO patents (1976-2016). Predict the product of the given reaction. (1) Given the reactants C(OC(=O)[NH:7][CH2:8][CH:9]([NH:16][C:17]1[N:22]=[C:21]([C:23]2[C:31]3[C:26](=[N:27][C:28]([NH:32][CH2:33][CH2:34][N:35]4[CH2:40][CH2:39][O:38][CH2:37][CH2:36]4)=[N:29][CH:30]=3)[NH:25][N:24]=2)[CH:20]=[CH:19][N:18]=1)[C:10]1[CH:15]=[CH:14][CH:13]=[CH:12][CH:11]=1)(C)(C)C.Cl, predict the reaction product. The product is: [N:35]1([CH2:34][CH2:33][NH:32][C:28]2[N:27]=[C:26]3[NH:25][N:24]=[C:23]([C:21]4[CH:20]=[CH:19][N:18]=[C:17]([NH:16][CH:9]([C:10]5[CH:15]=[CH:14][CH:13]=[CH:12][CH:11]=5)[CH2:8][NH2:7])[N:22]=4)[C:31]3=[CH:30][N:29]=2)[CH2:40][CH2:39][O:38][CH2:37][CH2:36]1. (2) Given the reactants [CH3:1][CH:2]([O:4][C:5]1[CH:10]=[CH:9][C:8]([C:11]2([CH3:18])[NH:15][C:14](=[O:16])[NH:13][C:12]2=[O:17])=[CH:7][CH:6]=1)[CH3:3].C(=O)([O-])[O-].[K+].[K+].Br[CH2:26][C:27]([N:29]1[CH2:34][CH2:33][N:32]([C:35]2[CH:40]=[CH:39][C:38]([C:41]([O:50]COC)([C:46]([F:49])([F:48])[F:47])[C:42]([F:45])([F:44])[F:43])=[CH:37][C:36]=2/[CH:54]=[CH:55]\[CH3:56])[C@H:31]([CH3:57])[CH2:30]1)=[O:28].Cl.C(OCC)(=O)C, predict the reaction product. The product is: [F:48][C:46]([F:47])([F:49])[C:41]([C:38]1[CH:39]=[CH:40][C:35]([N:32]2[CH2:33][CH2:34][N:29]([C:27](=[O:28])[CH2:26][N:13]3[C:12](=[O:17])[C@:11]([C:8]4[CH:7]=[CH:6][C:5]([O:4][CH:2]([CH3:1])[CH3:3])=[CH:10][CH:9]=4)([CH3:18])[NH:15][C:14]3=[O:16])[CH2:30][CH:31]2[CH3:57])=[C:36](/[CH:54]=[CH:55]\[CH3:56])[CH:37]=1)([OH:50])[C:42]([F:45])([F:44])[F:43]. (3) Given the reactants [H-].[Al+3].[Li+].[H-].[H-].[H-].[CH:7]1([CH:13]([OH:16])[C:14]#[N:15])[CH2:12][CH2:11][CH2:10][CH2:9][CH2:8]1, predict the reaction product. The product is: [NH2:15][CH2:14][CH:13]([CH:7]1[CH2:12][CH2:11][CH2:10][CH2:9][CH2:8]1)[OH:16]. (4) Given the reactants [CH3:1][O:2][C:3](=[O:29])[CH2:4][CH2:5][C:6](=[O:28])[C:7]1[CH:12]=[CH:11][C:10]([O:13][CH:14]2[CH2:19][CH2:18][CH2:17][CH2:16][O:15]2)=[CH:9][C:8]=1OS(C(F)(F)F)(=O)=O.[B:30]1([B:30]2[O:34][C:33]([CH3:36])([CH3:35])[C:32]([CH3:38])([CH3:37])[O:31]2)[O:34][C:33]([CH3:36])([CH3:35])[C:32]([CH3:38])([CH3:37])[O:31]1.CC([O-])=O.[K+].N#N, predict the reaction product. The product is: [CH3:1][O:2][C:3](=[O:29])[CH2:4][CH2:5][C:6](=[O:28])[C:7]1[CH:12]=[CH:11][C:10]([O:13][CH:14]2[CH2:19][CH2:18][CH2:17][CH2:16][O:15]2)=[CH:9][C:8]=1[B:30]1[O:34][C:33]([CH3:36])([CH3:35])[C:32]([CH3:38])([CH3:37])[O:31]1. (5) Given the reactants Br[C:2]1[S:6][C:5]([N:7]2[CH2:12][CH2:11][C:10]3([CH:21]=[C:20]([C:22]4[CH:27]=[CH:26][C:25]([F:28])=[CH:24][CH:23]=4)[C:19]4[C:14](=[CH:15][CH:16]=[CH:17][CH:18]=4)[O:13]3)[CH2:9][CH2:8]2)=[N:4][CH:3]=1.FC1C=CC(C2C3C(=CC=CC=3)OC3(CC[NH:41][CH2:40]C3)C=2)=CC=1.Br[C:52]1S[C:54](Br)=[CH:55][N:56]=1.[C:58]([O-:61])([O-])=[O:59].[K+].[K+].C[O:65]CCOC, predict the reaction product. The product is: [F:28][C:25]1[CH:26]=[CH:27][C:22]([C:20]2[C:19]3[C:14](=[CH:15][CH:16]=[CH:17][CH:18]=3)[O:13][C:10]3([CH2:11][CH2:12][N:7]([C:5]4[S:6][C:2]([N:56]5[CH:55]=[CH:54][N:41]([CH2:40][C:58]([OH:61])=[O:59])[C:52]5=[O:65])=[CH:3][N:4]=4)[CH2:8][CH2:9]3)[CH:21]=2)=[CH:23][CH:24]=1. (6) The product is: [Cl:16][C:17]1[N:18]=[C:19]([S:1][C:2]2[CH:3]=[CH:4][C:5]([NH:8][C:9]([CH:11]3[CH2:12][CH2:13]3)=[O:10])=[CH:6][CH:7]=2)[CH:20]=[N:21][CH:22]=1. Given the reactants [SH:1][C:2]1[CH:7]=[CH:6][C:5]([NH:8][C:9]([CH:11]2[CH2:13][CH2:12]2)=[O:10])=[CH:4][CH:3]=1.[H-].[Na+].[Cl:16][C:17]1[CH:22]=[N:21][CH:20]=[C:19](Cl)[N:18]=1.O, predict the reaction product. (7) Given the reactants [CH3:1][O:2][C:3]1[CH:4]=[C:5]([C:9]2[C:17]([C:18]3[CH:23]=[CH:22][N:21]=[CH:20][CH:19]=3)=[C:12]3[S:13][CH2:14][CH:15](O)[N:11]3[N:10]=2)[CH:6]=[CH:7][CH:8]=1.FC(F)(F)C(OC(=O)C(F)(F)F)=O.C(N(CC)CC)C, predict the reaction product. The product is: [CH3:1][O:2][C:3]1[CH:4]=[C:5]([C:9]2[C:17]([C:18]3[CH:23]=[CH:22][N:21]=[CH:20][CH:19]=3)=[C:12]3[S:13][CH:14]=[CH:15][N:11]3[N:10]=2)[CH:6]=[CH:7][CH:8]=1.